From a dataset of Reaction yield outcomes from USPTO patents with 853,638 reactions. Predict the reaction yield, written as a fraction of the theoretical maximum amount of product (1.0 means a 100% yield; for example, 0.34 means a 34% yield). (1) The reactants are [CH:1]1[C:6]([C:7]2[O:17][C:16]3[CH:15]=[C:14]([OH:18])[CH:13]=[C:12]([OH:19])[C:11]=3[C:9](=[O:10])[C:8]=2O)=[CH:5][C:4]([OH:21])=[C:3]([OH:22])[CH:2]=1.O.[H-].[Na+].ClC1C=CC(S(O[CH2:37][P:38]([O:43][CH2:44][CH3:45])([O:40][CH2:41][CH3:42])=[O:39])(=O)=O)=CC=1.C1C(C2OC3C=C(O)C=C(O)C=3C(=O)C=2O)=CC(O)=C(O)C=1. The catalyst is CS(C)=O.O.Cl. The product is [OH:21][C:4]1[CH:5]=[C:6]([C:7]2[O:19][C:12]3[C:11]([C:9](=[O:10])[C:8]=2[CH2:37][P:38](=[O:39])([O:43][CH2:44][CH3:45])[O:40][CH2:41][CH3:42])=[C:16]([OH:17])[CH:15]=[C:14]([OH:18])[CH:13]=3)[CH:1]=[CH:2][C:3]=1[OH:22]. The yield is 0.600. (2) The product is [CH3:10][O:9][C:7](=[O:8])[C:6]1[CH:11]=[C:12]([O:14][CH:17]([F:23])[F:22])[CH:13]=[C:4]([C:3]([O:2][CH3:1])=[O:15])[CH:5]=1. The yield is 0.370. The catalyst is C(C(C)=O)C. The reactants are [CH3:1][O:2][C:3](=[O:15])[C:4]1[CH:13]=[C:12]([OH:14])[CH:11]=[C:6]([C:7]([O:9][CH3:10])=[O:8])[CH:5]=1.Cl[C:17]([F:23])([F:22])C(OC)=O.C(=O)([O-])[O-].[Cs+].[Cs+].